Dataset: Catalyst prediction with 721,799 reactions and 888 catalyst types from USPTO. Task: Predict which catalyst facilitates the given reaction. (1) Reactant: [CH:1]([O:4][C:5]1[CH:9]=[C:8]([C:10]([O:12][CH3:13])=[O:11])[NH:7][N:6]=1)([CH3:3])[CH3:2].C(=O)([O-])[O-].[K+].[K+].[Cl:20][C:21]1[CH:26]=[C:25]([Cl:27])[CH:24]=[CH:23][C:22]=1[CH:28](Cl)[CH3:29].CN(C)C=O. Product: [Cl:20][C:21]1[CH:26]=[C:25]([Cl:27])[CH:24]=[CH:23][C:22]=1[CH:28]([N:7]1[C:8]([C:10]([O:12][CH3:13])=[O:11])=[CH:9][C:5]([O:4][CH:1]([CH3:3])[CH3:2])=[N:6]1)[CH3:29]. The catalyst class is: 6. (2) Reactant: C([N:8]1[C:12]([NH:13][C:14]2[CH:19]=[CH:18][C:17]([O:20][Si:21]([C:24]([CH3:27])([CH3:26])[CH3:25])([CH3:23])[CH3:22])=[CH:16][CH:15]=2)=[CH:11][CH:10]=[N:9]1)C1C=CC=CC=1.C(O)(=O)C.C([O-])=O.[NH4+].C(OCC)(=O)C. Product: [Si:21]([O:20][C:17]1[CH:18]=[CH:19][C:14]([NH:13][C:12]2[NH:8][N:9]=[CH:10][CH:11]=2)=[CH:15][CH:16]=1)([C:24]([CH3:27])([CH3:26])[CH3:25])([CH3:22])[CH3:23]. The catalyst class is: 421. (3) Reactant: C([O:3][CH:4](OCC)[CH2:5][CH2:6][CH2:7][NH:8][C:9]([CH:11]1[CH2:16][CH2:15][CH2:14][CH2:13][CH2:12]1)=[O:10])C.C(O)(=O)C.Cl. Product: [O:3]=[CH:4][CH2:5][CH2:6][CH2:7][NH:8][C:9]([CH:11]1[CH2:16][CH2:15][CH2:14][CH2:13][CH2:12]1)=[O:10]. The catalyst class is: 8.